From a dataset of Reaction yield outcomes from USPTO patents with 853,638 reactions. Predict the reaction yield, written as a fraction of the theoretical maximum amount of product (1.0 means a 100% yield; for example, 0.34 means a 34% yield). (1) The reactants are [Cl:1][C:2]1[CH:10]=[C:9]2[C:5]([C:6]([CH:11]=[O:12])=[CH:7][NH:8]2)=[CH:4][C:3]=1[C:13]1[CH:18]=[CH:17][C:16]([CH2:19][CH2:20][CH2:21][OH:22])=[CH:15][CH:14]=1.P([O-])(O)(O)=[O:24].[Na+].Cl([O-])=O.[Na+].S([O-])([O-])=O.[Na+].[Na+]. The catalyst is CC(=CC)C.C(O)(C)(C)C.O.O. The product is [Cl:1][C:2]1[CH:10]=[C:9]2[C:5]([C:6]([C:11]([OH:24])=[O:12])=[CH:7][NH:8]2)=[CH:4][C:3]=1[C:13]1[CH:18]=[CH:17][C:16]([CH2:19][CH2:20][CH2:21][OH:22])=[CH:15][CH:14]=1. The yield is 0.140. (2) The reactants are [F:1][C:2]([F:13])([F:12])[O:3][C:4]1[CH:11]=[CH:10][C:7]([CH:8]=O)=[CH:6][CH:5]=1.[NH2:14][C:15]1[N:16]=[N:17][C:18]([Cl:21])=[CH:19][CH:20]=1.C([O:24][C:25](=O)[C:26]([OH:39])=[CH:27][C:28]([C:30]1[CH:35]=[CH:34][C:33]([CH:36]([CH3:38])[CH3:37])=[CH:32][CH:31]=1)=[O:29])C. No catalyst specified. The product is [Cl:21][C:18]1[N:17]=[N:16][C:15]([N:14]2[CH:8]([C:7]3[CH:10]=[CH:11][C:4]([O:3][C:2]([F:13])([F:12])[F:1])=[CH:5][CH:6]=3)[C:27]([C:28](=[O:29])[C:30]3[CH:35]=[CH:34][C:33]([CH:36]([CH3:37])[CH3:38])=[CH:32][CH:31]=3)=[C:26]([OH:39])[C:25]2=[O:24])=[CH:20][CH:19]=1. The yield is 0.150. (3) The reactants are [Cl:1][C:2]1[N:7]=[C:6]([O:8][C:9]2[CH:10]=[C:11]([CH:17]=[C:18]([CH3:20])[CH:19]=2)[CH2:12][O:13]C(=O)C)[C:5]([CH:21]([CH3:23])[CH3:22])=[C:4]([Cl:24])[N:3]=1.[OH-].[Li+]. The catalyst is C1COCC1. The product is [Cl:1][C:2]1[N:7]=[C:6]([O:8][C:9]2[CH:10]=[C:11]([CH2:12][OH:13])[CH:17]=[C:18]([CH3:20])[CH:19]=2)[C:5]([CH:21]([CH3:22])[CH3:23])=[C:4]([Cl:24])[N:3]=1. The yield is 0.660. (4) The reactants are ClC1C=CC=C(C(OO)=[O:9])C=1.[I:12][C:13]1[CH:14]=[N:15][CH:16]=[CH:17][C:18]=1[O:19][CH2:20][CH2:21][C:22]1[CH:26]=[CH:25][S:24][CH:23]=1.C(=O)([O-])[O-].[Na+].[Na+]. The catalyst is C(Cl)Cl. The product is [I:12][C:13]1[CH:14]=[N+:15]([O-:9])[CH:16]=[CH:17][C:18]=1[O:19][CH2:20][CH2:21][C:22]1[CH:26]=[CH:25][S:24][CH:23]=1. The yield is 0.920. (5) The reactants are [C:1]([O:5][C:6](=[O:15])[NH:7][C@H:8]1[CH2:13][CH2:12][C@@H:11]([NH2:14])[CH2:10][CH2:9]1)([CH3:4])([CH3:3])[CH3:2].Cl[C:17]1[N:26]=[C:25]([N:27]([CH3:29])[CH3:28])[C:24]2[C:19](=[CH:20][CH:21]=[CH:22][CH:23]=2)[N:18]=1.CCN(C(C)C)C(C)C. The catalyst is CC(O)C. The product is [C:1]([O:5][C:6](=[O:15])[NH:7][C@H:8]1[CH2:9][CH2:10][C@@H:11]([NH:14][C:17]2[N:26]=[C:25]([N:27]([CH3:29])[CH3:28])[C:24]3[C:19](=[CH:20][CH:21]=[CH:22][CH:23]=3)[N:18]=2)[CH2:12][CH2:13]1)([CH3:4])([CH3:2])[CH3:3]. The yield is 0.610. (6) The reactants are [C:1]([C:3]1[C:7]([CH3:8])=[C:6]([NH:9][C:10]([NH:12][C@H:13]2[C@H:17]([C:18]3[CH:23]=[CH:22][C:21]([F:24])=[C:20]([F:25])[CH:19]=3)[CH2:16][N:15]([CH2:26][CH2:27][O:28][CH3:29])[CH2:14]2)=[O:11])[N:5]([C:30]2[CH:35]=[CH:34][CH:33]=[CH:32][CH:31]=2)[N:4]=1)#[N:2].[OH-:36].[Na+]. The catalyst is OS(O)(=O)=O. The product is [F:25][C:20]1[CH:19]=[C:18]([C@@H:17]2[CH2:16][N:15]([CH2:26][CH2:27][O:28][CH3:29])[CH2:14][C@H:13]2[NH:12][C:10](=[O:11])[NH:9][C:6]2[N:5]([C:30]3[CH:31]=[CH:32][CH:33]=[CH:34][CH:35]=3)[N:4]=[C:3]([C:1]([NH2:2])=[O:36])[C:7]=2[CH3:8])[CH:23]=[CH:22][C:21]=1[F:24]. The yield is 0.0500.